This data is from Reaction yield outcomes from USPTO patents with 853,638 reactions. The task is: Predict the reaction yield, written as a fraction of the theoretical maximum amount of product (1.0 means a 100% yield; for example, 0.34 means a 34% yield). (1) The reactants are [CH3:1][C:2]1[N:7]=[C:6](Cl)[CH:5]=[C:4]([Cl:9])[N:3]=1.[CH2:10]([NH:14][CH2:15][CH3:16])[CH2:11][CH2:12][CH3:13]. The catalyst is C(#N)C.O. The product is [CH2:10]([N:14]([C:6]1[CH:5]=[C:4]([Cl:9])[N:3]=[C:2]([CH3:1])[N:7]=1)[CH2:15][CH3:16])[CH2:11][CH2:12][CH3:13]. The yield is 1.00. (2) The reactants are [C:1]([O:5][C:6]([N:8]1[CH2:12][C:11](=O)[CH2:10][C@H:9]1[C:14]([OH:16])=[O:15])=[O:7])([CH3:4])([CH3:3])[CH3:2].O.Cl.[CH2:19]([O:22][NH2:23])[CH:20]=[CH2:21].N1C=CC=CC=1. The catalyst is C(O)C. The product is [CH2:19]([O:22][N:23]=[C:11]1[CH2:12][N:8]([C:6]([O:5][C:1]([CH3:4])([CH3:3])[CH3:2])=[O:7])[C@H:9]([C:14]([OH:16])=[O:15])[CH2:10]1)[CH:20]=[CH2:21]. The yield is 0.940. (3) The reactants are Cl[C:2]1[C:7]([C:8]([F:11])([F:10])[F:9])=[CH:6][N:5]=[C:4]([NH:12][C:13]2[CH:18]=[CH:17][C:16]([CH:19]3[CH2:24][CH2:23][N:22]([C:25]([O:27][C:28]([CH3:31])([CH3:30])[CH3:29])=[O:26])[CH2:21][CH2:20]3)=[CH:15][CH:14]=2)[N:3]=1.F[B-](F)(F)F.[C:37]([C:39]1[CH:44]=[CH:43][CH:42]=[CH:41][C:40]=1[CH:45]([CH2:49][CH3:50])[C:46]([NH2:48])=[O:47])#[CH:38].CCN(CC)CC. The catalyst is CN(C=O)C.Cl[Pd](Cl)([P](C1C=CC=CC=1)(C1C=CC=CC=1)C1C=CC=CC=1)[P](C1C=CC=CC=1)(C1C=CC=CC=1)C1C=CC=CC=1.[Cu]I. The product is [NH2:48][C:46](=[O:47])[CH:45]([C:40]1[CH:41]=[CH:42][CH:43]=[CH:44][C:39]=1[C:37]#[C:38][C:2]1[C:7]([C:8]([F:11])([F:10])[F:9])=[CH:6][N:5]=[C:4]([NH:12][C:13]2[CH:18]=[CH:17][C:16]([CH:19]3[CH2:24][CH2:23][N:22]([C:25]([O:27][C:28]([CH3:31])([CH3:30])[CH3:29])=[O:26])[CH2:21][CH2:20]3)=[CH:15][CH:14]=2)[N:3]=1)[CH2:49][CH3:50]. The yield is 0.680. (4) The reactants are Cl[CH2:2][CH2:3][N:4]1[CH2:9][CH2:8][O:7][CH2:6][CH2:5]1.[Br:10][C:11]1[CH:16]=[CH:15][C:14]([OH:17])=[CH:13][CH:12]=1.C([O-])([O-])=O.[K+].[K+]. The yield is 1.00. The product is [Br:10][C:11]1[CH:16]=[CH:15][C:14]([O:17][CH2:2][CH2:3][N:4]2[CH2:9][CH2:8][O:7][CH2:6][CH2:5]2)=[CH:13][CH:12]=1. The catalyst is C(#N)C. (5) The reactants are [NH2:1][C:2]1[N:7]=[C:6]([NH:8][C:9](=[O:11])[CH3:10])[CH:5]=[CH:4][CH:3]=1.[CH2:12]([O:14][C:15]([N:17]=[C:18]=[S:19])=[O:16])[CH3:13]. The catalyst is O1CCOCC1. The product is [CH2:12]([O:14][C:15]([NH:17][C:18](=[S:19])[NH:1][C:2]1[N:7]=[C:6]([NH:8][C:9](=[O:11])[CH3:10])[CH:5]=[CH:4][CH:3]=1)=[O:16])[CH3:13]. The yield is 0.833. (6) The reactants are [Br:1][C:2]1[CH:3]=[C:4]([C:8]23[O:15][CH:14]2[CH2:13][CH2:12][CH2:11][CH2:10][CH2:9]3)[CH:5]=[CH:6][CH:7]=1.[NH:16]1[CH:20]=[N:19][CH:18]=[N:17]1. The product is [Br:1][C:2]1[CH:3]=[C:4]([C:8]2([OH:15])[CH2:9][CH2:10][CH2:11][CH2:12][CH2:13][CH:14]2[N:16]2[CH:20]=[N:19][CH:18]=[N:17]2)[CH:5]=[CH:6][CH:7]=1. The catalyst is C1(C)C=CC=CC=1.CC1C=CC(S(O)(=O)=O)=CC=1. The yield is 0.210. (7) The reactants are Br[C:2]1[CH:3]=[C:4]([CH:27]=[CH:28][N:29]=1)[C:5]([NH:7][C:8]1[CH:9]=[CH:10][C:11]([CH3:26])=[C:12]([NH:14][C:15]([C:17]2[S:25][C:20]3=[N:21][CH:22]=[CH:23][N:24]=[C:19]3[CH:18]=2)=[O:16])[CH:13]=1)=[O:6].Cl.[CH3:31][NH:32][CH3:33]. The catalyst is C(O)C. The product is [CH3:31][N:32]([CH3:33])[C:2]1[CH:3]=[C:4]([CH:27]=[CH:28][N:29]=1)[C:5]([NH:7][C:8]1[CH:9]=[CH:10][C:11]([CH3:26])=[C:12]([NH:14][C:15]([C:17]2[S:25][C:20]3=[N:21][CH:22]=[CH:23][N:24]=[C:19]3[CH:18]=2)=[O:16])[CH:13]=1)=[O:6]. The yield is 0.490. (8) The reactants are S(=O)(=O)(O)O.[N+:6]([O-:9])(O)=[O:7].[CH3:10][C:11]1[CH:16]=[CH:15][C:14]([CH3:17])=[CH:13][N+:12]=1[O-:18].C(=O)([O-])[O-].[Na+].[Na+]. No catalyst specified. The product is [CH3:10][C:11]1[CH:16]=[C:15]([N+:6]([O-:9])=[O:7])[C:14]([CH3:17])=[CH:13][N+:12]=1[O-:18]. The yield is 0.854.